This data is from Reaction yield outcomes from USPTO patents with 853,638 reactions. The task is: Predict the reaction yield, written as a fraction of the theoretical maximum amount of product (1.0 means a 100% yield; for example, 0.34 means a 34% yield). (1) The reactants are [Cl:1]N1C(=O)CCC1=O.CN(C)C=O.[CH3:14][O:15][C:16]1[CH:21]=[C:20]([CH3:22])[CH:19]=[CH:18][N:17]=1. The catalyst is O. The product is [Cl:1][C:19]1[C:20]([CH3:22])=[CH:21][C:16]([O:15][CH3:14])=[N:17][CH:18]=1. The yield is 0.820. (2) The reactants are [Br:1][C:2]1[CH:7]=[CH:6][C:5]([CH2:8][C:9](O)=[O:10])=[C:4]([N+:12]([O-])=O)[CH:3]=1.S(=O)(=O)(O)O. The catalyst is C(O)C.[Zn]. The product is [Br:1][C:2]1[CH:3]=[C:4]2[C:5]([CH2:8][C:9](=[O:10])[NH:12]2)=[CH:6][CH:7]=1. The yield is 0.900.